This data is from Forward reaction prediction with 1.9M reactions from USPTO patents (1976-2016). The task is: Predict the product of the given reaction. (1) Given the reactants [F:1][C:2]1[C:10]([O:11][CH2:12][CH2:13][O:14][CH3:15])=[C:9]2[C:5]([CH:6]=[C:7]([C:16]3[S:17][CH:18]([CH2:21][C:22]([O:24]CC)=[O:23])[CH2:19][N:20]=3)[NH:8]2)=[CH:4][C:3]=1[O:27][C:28]1[CH:29]=[N:30][C:31]([S:34]([CH3:37])(=[O:36])=[O:35])=[CH:32][CH:33]=1.O1CCCC1.CO.[OH-].[K+], predict the reaction product. The product is: [F:1][C:2]1[C:10]([O:11][CH2:12][CH2:13][O:14][CH3:15])=[C:9]2[C:5]([CH:6]=[C:7]([C:16]3[S:17][CH:18]([CH2:21][C:22]([OH:24])=[O:23])[CH2:19][N:20]=3)[NH:8]2)=[CH:4][C:3]=1[O:27][C:28]1[CH:29]=[N:30][C:31]([S:34]([CH3:37])(=[O:35])=[O:36])=[CH:32][CH:33]=1. (2) Given the reactants [Cl:1][C:2]1[N:7]=[C:6]([CH3:8])[C:5]2[C:9](I)=[N:10][N:11]([C:12]([C:25]3[CH:30]=[CH:29][CH:28]=[CH:27][CH:26]=3)([C:19]3[CH:24]=[CH:23][CH:22]=[CH:21][CH:20]=3)[C:13]3[CH:18]=[CH:17][CH:16]=[CH:15][CH:14]=3)[C:4]=2[CH:3]=1.[NH:32]1[CH2:37][CH2:36][O:35][CH2:34][CH2:33]1.CC(C)([O-])C.[Na+].COC(C)(C)C, predict the reaction product. The product is: [Cl:1][C:2]1[N:7]=[C:6]([CH3:8])[C:5]2[C:9]([N:32]3[CH2:37][CH2:36][O:35][CH2:34][CH2:33]3)=[N:10][N:11]([C:12]([C:25]3[CH:30]=[CH:29][CH:28]=[CH:27][CH:26]=3)([C:19]3[CH:24]=[CH:23][CH:22]=[CH:21][CH:20]=3)[C:13]3[CH:18]=[CH:17][CH:16]=[CH:15][CH:14]=3)[C:4]=2[CH:3]=1. (3) Given the reactants [CH:1]([N:3]([CH2:12][C@@H:13]([CH2:17][CH2:18][CH2:19][CH3:20])[C:14](O)=[O:15])[O:4][CH2:5][C:6]1[CH:11]=[CH:10][CH:9]=[CH:8][CH:7]=1)=[O:2].N1C=CC=CC=1.[F:27]C1N=C(F)N=C(F)N=1, predict the reaction product. The product is: [CH:1]([N:3]([CH2:12][C@@H:13]([CH2:17][CH2:18][CH2:19][CH3:20])[C:14]([F:27])=[O:15])[O:4][CH2:5][C:6]1[CH:11]=[CH:10][CH:9]=[CH:8][CH:7]=1)=[O:2]. (4) Given the reactants C([NH:8][C@H:9]1[CH2:14][CH2:13][C@H:12]([C:15]2[CH:20]=[CH:19][C:18]([OH:21])=[CH:17][CH:16]=2)[CH2:11][CH2:10]1)C1C=CC=CC=1.C, predict the reaction product. The product is: [OH:21][C:18]1[CH:17]=[CH:16][C:15]([C@H:12]2[CH2:13][CH2:14][C@H:9]([NH2:8])[CH2:10][CH2:11]2)=[CH:20][CH:19]=1.